From a dataset of Forward reaction prediction with 1.9M reactions from USPTO patents (1976-2016). Predict the product of the given reaction. (1) Given the reactants ClC(OCC)=O.[C:7]1([CH2:13][O:14][C:15]2[CH:16]=[C:17]([CH2:21][CH2:22][C:23]([OH:25])=O)[CH:18]=[CH:19][CH:20]=2)[CH:12]=[CH:11][CH:10]=[CH:9][CH:8]=1.C([N:28](CC)CC)C.N, predict the reaction product. The product is: [C:7]1([CH2:13][O:14][C:15]2[CH:16]=[C:17]([CH2:21][CH2:22][C:23]([NH2:28])=[O:25])[CH:18]=[CH:19][CH:20]=2)[CH:12]=[CH:11][CH:10]=[CH:9][CH:8]=1. (2) Given the reactants C([Sn](=[O:10])CCCC)CCC.C1(C[C:18]2[CH:23]=CC=CC=2)C=CC=CC=1.C([C:26](O)([CH2:30][CH3:31])[C:27]([O-:29])=[O:28])C, predict the reaction product. The product is: [CH2:23]([O:29][C:27](=[O:28])[CH2:26][CH:30]([OH:10])[CH3:31])[CH3:18]. (3) The product is: [NH2:27][C:28](=[O:55])[C@@H:29]([NH:38][C:39]([C@@H:41]1[CH2:47][N:46]([C:48]([O:50][C:51]([CH3:53])([CH3:52])[CH3:54])=[O:49])[CH2:45][CH2:44][CH2:43][O:42]1)=[O:40])[CH2:30][C:31]1[CH:36]=[CH:35][C:34]([B:10]2[O:11][C:12]([CH3:17])([CH3:18])[C:13]([CH3:15])([CH3:16])[O:14]2)=[CH:33][CH:32]=1. Given the reactants [B:10]1([B:10]2[O:14][C:13]([CH3:16])([CH3:15])[C:12]([CH3:18])([CH3:17])[O:11]2)[O:14][C:13]([CH3:16])([CH3:15])[C:12]([CH3:18])([CH3:17])[O:11]1.C([O-])(=O)C.[K+].C(Cl)Cl.[NH2:27][C:28](=[O:55])[C@@H:29]([NH:38][C:39]([C@@H:41]1[CH2:47][N:46]([C:48]([O:50][C:51]([CH3:54])([CH3:53])[CH3:52])=[O:49])[CH2:45][CH2:44][CH2:43][O:42]1)=[O:40])[CH2:30][C:31]1[CH:36]=[CH:35][C:34](I)=[CH:33][CH:32]=1, predict the reaction product. (4) The product is: [CH3:16][C:3]1([C:12]([O:14][CH3:15])=[O:13])[CH2:4][CH:5]=[C:6]([CH2:7][CH2:8][CH2:9][CH2:10][CH3:11])[C:2]1=[O:1]. Given the reactants [O:1]=[C:2]1[C:6]([CH2:7][CH2:8][CH2:9][CH2:10][CH3:11])=[CH:5][CH2:4][CH:3]1[C:12]([O:14][CH3:15])=[O:13].[C:16](=O)([O-])[O-].[K+].[K+].CI, predict the reaction product. (5) Given the reactants [C:1]([O:4][C:5]1[CH:10]=[CH:9][C:8](O)=[C:7](Cl)[CH:6]=1)(=[O:3])[CH3:2].[C:13]([O:16][C:17]1[CH:18]=[C:19]([CH:22]=[C:23]([O:25][C:26](=[O:28])[CH3:27])[CH:24]=1)[CH:20]=[CH2:21])(=[O:15])[CH3:14].C(=O)([O-])[O-].[Cs+].[Cs+].P(C(C)(C)C)(C(C)(C)C)C(C)(C)C, predict the reaction product. The product is: [C:13]([O:16][C:17]1[CH:18]=[C:19](/[CH:20]=[CH:21]/[C:8]2[CH:9]=[CH:10][C:5]([O:4][C:1](=[O:3])[CH3:2])=[CH:6][CH:7]=2)[CH:22]=[C:23]([O:25][C:26](=[O:28])[CH3:27])[CH:24]=1)(=[O:15])[CH3:14]. (6) Given the reactants [NH2:1][C:2]12[CH2:8][CH:5]([CH2:6][CH2:7]1)[CH:4]([OH:9])[CH2:3]2.C(N(C(C)C)C(C)C)C.[C:19](O[C:19]([O:21][C:22]([CH3:25])([CH3:24])[CH3:23])=[O:20])([O:21][C:22]([CH3:25])([CH3:24])[CH3:23])=[O:20], predict the reaction product. The product is: [C:22]([O:21][C:19]([NH:1][C:2]12[CH2:8][CH:5]([CH2:6][CH2:7]1)[CH:4]([OH:9])[CH2:3]2)=[O:20])([CH3:25])([CH3:24])[CH3:23].